From a dataset of Forward reaction prediction with 1.9M reactions from USPTO patents (1976-2016). Predict the product of the given reaction. (1) Given the reactants [CH2:1]([C:5]1[CH:10]=[CH:9][C:8]([C:11]#[C:12][C:13]2[CH:37]=[CH:36][C:16]([CH2:17][N:18]([CH2:30][CH2:31][C:32]([CH3:35])([CH3:34])[CH3:33])[C:19]3[CH:20]=[CH:21][C:22]([F:29])=[C:23]([CH:28]=3)[C:24]([O:26]C)=[O:25])=[CH:15][CH:14]=2)=[CH:7][CH:6]=1)[CH2:2][CH2:3][CH3:4].[OH-].[Na+].CCOC(C)=O, predict the reaction product. The product is: [CH2:1]([C:5]1[CH:6]=[CH:7][C:8]([C:11]#[C:12][C:13]2[CH:37]=[CH:36][C:16]([CH2:17][N:18]([CH2:30][CH2:31][C:32]([CH3:35])([CH3:34])[CH3:33])[C:19]3[CH:20]=[CH:21][C:22]([F:29])=[C:23]([CH:28]=3)[C:24]([OH:26])=[O:25])=[CH:15][CH:14]=2)=[CH:9][CH:10]=1)[CH2:2][CH2:3][CH3:4]. (2) Given the reactants [CH:1]([N:4]([C:29]1[CH:34]=[CH:33][CH:32]=[CH:31][CH:30]=1)[C:5](=[O:28])[CH2:6][N:7]1[C:16](=[O:17])[CH2:15][C:14]2[N:10]([C:11]([C:18]3[CH:23]=[CH:22][CH:21]=[CH:20][CH:19]=3)=[N:12][N:13]=2)[C:9]2[CH:24]=[CH:25][CH:26]=[CH:27][C:8]1=2)([CH3:3])[CH3:2].C(OC1CC(=O)N(CC(N(C(C)C)C2C=CC=CC=2)=O)C2C=CC=CC=2N=1)C.[F:63]C1C=CC=CC=1C(NN)=O, predict the reaction product. The product is: [F:63][C:19]1[CH:20]=[CH:21][CH:22]=[CH:23][C:18]=1[C:11]1[N:10]2[C:14]([CH2:15][C:16](=[O:17])[N:7]([CH2:6][C:5]([N:4]([CH:1]([CH3:3])[CH3:2])[C:29]3[CH:34]=[CH:33][CH:32]=[CH:31][CH:30]=3)=[O:28])[C:8]3[CH:27]=[CH:26][CH:25]=[CH:24][C:9]=32)=[N:13][N:12]=1.